This data is from Peptide-MHC class I binding affinity with 185,985 pairs from IEDB/IMGT. The task is: Regression. Given a peptide amino acid sequence and an MHC pseudo amino acid sequence, predict their binding affinity value. This is MHC class I binding data. (1) The peptide sequence is TPKWNNETW. The MHC is Mamu-B17 with pseudo-sequence Mamu-B17. The binding affinity (normalized) is 0.183. (2) The peptide sequence is EEGEGRVI. The MHC is H-2-Kk with pseudo-sequence H-2-Kk. The binding affinity (normalized) is 1.00.